This data is from Full USPTO retrosynthesis dataset with 1.9M reactions from patents (1976-2016). The task is: Predict the reactants needed to synthesize the given product. (1) Given the product [Cl:15][C:7]1[CH:6]=[CH:5][C:4]2[N:3]=[C:2]([N:18]3[CH2:17][CH2:26][N:27]([CH3:28])[CH2:20][CH2:19]3)[C:11]3[N:12]=[CH:13][NH:14][C:10]=3[C:9]=2[CH:8]=1, predict the reactants needed to synthesize it. The reactants are: Cl[C:2]1[C:11]2[N:12]=[CH:13][NH:14][C:10]=2[C:9]2[CH:8]=[C:7]([Cl:15])[CH:6]=[CH:5][C:4]=2[N:3]=1.Cl[C:17]1[C:26]2[N:27]=[CH:28]N(C)C=2C2C=C(Cl)C=[CH:20][C:19]=2[N:18]=1.CN1CCNCC1.N1CCNCC1. (2) Given the product [N:46]1([C:18]2[N:17]=[C:16]([CH2:15][N:11]3[C@@H:10]([CH3:45])[C@@H:9]([C:4]4[CH:3]=[C:2]([Cl:1])[CH:7]=[C:6]([Cl:8])[CH:5]=4)[O:13][C:12]3=[O:14])[C:21]([C:22]3[CH:23]=[C:24]([C:30]4[CH:35]=[CH:34][C:33]([C:36]([O:38][CH3:39])=[O:37])=[CH:32][C:31]=4[CH3:40])[CH:25]=[CH:26][C:27]=3[O:28][CH3:29])=[CH:20][N:19]=2)[CH2:49][CH2:48][CH2:47]1, predict the reactants needed to synthesize it. The reactants are: [Cl:1][C:2]1[CH:3]=[C:4]([C@H:9]2[O:13][C:12](=[O:14])[N:11]([CH2:15][C:16]3[C:21]([C:22]4[CH:23]=[C:24]([C:30]5[CH:35]=[CH:34][C:33]([C:36]([O:38][CH3:39])=[O:37])=[CH:32][C:31]=5[CH3:40])[CH:25]=[CH:26][C:27]=4[O:28][CH3:29])=[CH:20][N:19]=[C:18](S(C)(=O)=O)[N:17]=3)[C@H:10]2[CH3:45])[CH:5]=[C:6]([Cl:8])[CH:7]=1.[NH:46]1[CH2:49][CH2:48][CH2:47]1. (3) The reactants are: [CH:1]([C:4]1[NH:8][N:7]=[C:6]([C:9]([OH:11])=[O:10])[CH:5]=1)([CH3:3])[CH3:2].[N+:12]([O-])([OH:14])=[O:13]. Given the product [CH:1]([C:4]1[NH:8][N:7]=[C:6]([C:9]([OH:11])=[O:10])[C:5]=1[N+:12]([O-:14])=[O:13])([CH3:3])[CH3:2], predict the reactants needed to synthesize it.